This data is from Plasma protein binding rate (PPBR) regression data from AstraZeneca. The task is: Regression/Classification. Given a drug SMILES string, predict its absorption, distribution, metabolism, or excretion properties. Task type varies by dataset: regression for continuous measurements (e.g., permeability, clearance, half-life) or binary classification for categorical outcomes (e.g., BBB penetration, CYP inhibition). For this dataset (ppbr_az), we predict Y. The drug is CN[C@@H](C)C(=O)N[C@H](C(=O)N[C@H]1CCCN(CCc2ccc(Cl)cc2)C1)C(C)(C)C. The Y is 97.1 %.